This data is from Forward reaction prediction with 1.9M reactions from USPTO patents (1976-2016). The task is: Predict the product of the given reaction. (1) Given the reactants [CH3:1][C:2]1[CH:7]=[CH:6][C:5]([SH:8])=[CH:4][CH:3]=1.C([O-])([O-])=[O:10].[K+].[K+].C1C(=O)N(Br)C(=O)C1.[CH3:23][CH:24]([OH:26])[CH3:25], predict the reaction product. The product is: [CH3:1][C:2]1[CH:7]=[CH:6][C:5]([S:8]([O:26][CH:24]([CH3:25])[CH3:23])=[O:10])=[CH:4][CH:3]=1. (2) Given the reactants S(O[CH2:6][CH2:7][CH2:8][CH2:9][CH:10]1[C:18]2[C:13](=[CH:14][CH:15]=[CH:16][CH:17]=2)[NH:12][C:11]1=[O:19])(C)(=O)=O.[Cl:20][C:21]1[CH:26]=[CH:25][C:24]([N:27]2[CH2:32][CH2:31][NH:30][CH2:29][CH2:28]2)=[CH:23][C:22]=1[C:33]([F:36])([F:35])[F:34], predict the reaction product. The product is: [ClH:20].[Cl:20][C:21]1[CH:26]=[CH:25][C:24]([N:27]2[CH2:32][CH2:31][N:30]([CH2:6][CH2:7][CH2:8][CH2:9][CH:10]3[C:18]4[C:13](=[CH:14][CH:15]=[CH:16][CH:17]=4)[NH:12][C:11]3=[O:19])[CH2:29][CH2:28]2)=[CH:23][C:22]=1[C:33]([F:35])([F:34])[F:36].